From a dataset of Forward reaction prediction with 1.9M reactions from USPTO patents (1976-2016). Predict the product of the given reaction. Given the reactants FC1C=C(F)C=CC=1CNC1C(C2C=CC(F)=CC=2F)=CN=C([N:20]2[CH2:25][CH2:24][CH:23]([N:26]3[CH2:31][CH2:30][CH2:29][CH:28]([CH2:32][OH:33])[CH2:27]3)[CH2:22][CH2:21]2)N=1.ClC1N=C(NCC2C=CC(F)=CC=2F)C(C2C=CC(F)=CC=2F)=CN=1, predict the reaction product. The product is: [OH:33][CH2:32][CH:28]1[CH2:29][CH2:30][CH2:31][N:26]([CH:23]2[CH2:24][CH2:25][NH:20][CH2:21][CH2:22]2)[CH2:27]1.